This data is from Reaction yield outcomes from USPTO patents with 853,638 reactions. The task is: Predict the reaction yield, written as a fraction of the theoretical maximum amount of product (1.0 means a 100% yield; for example, 0.34 means a 34% yield). (1) The reactants are Cl.[CH3:2][N:3]1[CH2:8][CH2:7][N:6]([C:9]2[CH:17]=[CH:16][C:12]([C:13](Cl)=[O:14])=[CH:11][CH:10]=2)[CH2:5][CH2:4]1.CN1CCN(C2C=CC(C(O)=O)=CC=2)CC1.[CH2:34]([O:41][CH2:42][CH2:43][O:44][C:45]1[CH:53]=[C:52]2[C:48]([C:49]([NH2:54])=[N:50][NH:51]2)=[CH:47][CH:46]=1)[C:35]1[CH:40]=[CH:39][CH:38]=[CH:37][CH:36]=1. The catalyst is N1C=CC=CC=1. The product is [CH2:34]([O:41][CH2:42][CH2:43][O:44][C:45]1[CH:53]=[C:52]2[C:48]([C:49]([NH:54][C:13](=[O:14])[C:12]3[CH:16]=[CH:17][C:9]([N:6]4[CH2:7][CH2:8][N:3]([CH3:2])[CH2:4][CH2:5]4)=[CH:10][CH:11]=3)=[N:50][NH:51]2)=[CH:47][CH:46]=1)[C:35]1[CH:36]=[CH:37][CH:38]=[CH:39][CH:40]=1. The yield is 0.570. (2) The reactants are Br[C:2]1[C:7](=[O:8])[N:6]([CH2:9][C:10]2[CH:15]=[CH:14][C:13]([C:16]3[C:17]([C:22]#[N:23])=[CH:18][CH:19]=[CH:20][CH:21]=3)=[CH:12][CH:11]=2)[C:5]([CH2:24][CH2:25][CH2:26][CH3:27])=[N:4][C:3]=1[CH:28]1[CH2:30][CH2:29]1.[CH3:31][CH:32]1[CH2:36][C:35]2[CH:37]=[C:38](B(O)O)[CH:39]=[CH:40][C:34]=2[O:33]1.C(=O)([O-])[O-].[Cs+].[Cs+]. The catalyst is O1CCOCC1.C(OCC)(=O)C.C1C=CC(P(C2C=CC=CC=2)[C-]2C=CC=C2)=CC=1.C1C=CC(P(C2C=CC=CC=2)[C-]2C=CC=C2)=CC=1.Cl[Pd]Cl.[Fe+2]. The product is [CH2:24]([C:5]1[N:6]([CH2:9][C:10]2[CH:11]=[CH:12][C:13]([C:16]3[C:17]([C:22]#[N:23])=[CH:18][CH:19]=[CH:20][CH:21]=3)=[CH:14][CH:15]=2)[C:7](=[O:8])[C:2]([C:38]2[CH:39]=[CH:40][C:34]3[O:33][CH:32]([CH3:31])[CH2:36][C:35]=3[CH:37]=2)=[C:3]([CH:28]2[CH2:29][CH2:30]2)[N:4]=1)[CH2:25][CH2:26][CH3:27]. The yield is 0.840. (3) The reactants are [N+:1]([C:4]1[CH:9]=[CH:8][C:7]([C:10]2[N:15]=[C:14]([N:16]3[CH2:21][CH2:20][S:19][CH2:18][CH2:17]3)[N:13]=[C:12]([N:22]3[CH:27]4[CH2:28][CH2:29][CH:23]3[CH2:24][O:25][CH2:26]4)[N:11]=2)=[CH:6][CH:5]=1)([O-])=O.O.O.[Sn](Cl)Cl. The catalyst is N1C=CC=CC=1.CN(C=O)C. The product is [CH:23]12[N:22]([C:12]3[N:13]=[C:14]([N:16]4[CH2:17][CH2:18][S:19][CH2:20][CH2:21]4)[N:15]=[C:10]([C:7]4[CH:8]=[CH:9][C:4]([NH2:1])=[CH:5][CH:6]=4)[N:11]=3)[CH:27]([CH2:28][CH2:29]1)[CH2:26][O:25][CH2:24]2. The yield is 0.500. (4) The reactants are [CH:1]1[C:10]2[C:5](=[CH:6][CH:7]=[CH:8][CH:9]=2)[CH:4]=[CH:3][C:2]=1[N:11]1[CH2:15][CH2:14][NH:13][C:12]1=[O:16].[CH3:17][O:18][C:19](=[O:27])[C:20]1[CH:25]=[C:24](Br)[CH:23]=[N:22][CH:21]=1.N[C@@H]1CCCC[C@H]1N.P([O-])([O-])([O-])=O.[K+].[K+].[K+]. The catalyst is [Cu](I)I.O1CCOCC1. The product is [CH3:17][O:18][C:19](=[O:27])[C:20]1[CH:25]=[C:24]([N:13]2[CH2:14][CH2:15][N:11]([C:2]3[CH:3]=[CH:4][C:5]4[C:10](=[CH:9][CH:8]=[CH:7][CH:6]=4)[CH:1]=3)[C:12]2=[O:16])[CH:23]=[N:22][CH:21]=1. The yield is 0.270. (5) The reactants are OC[N:3]1[C:7]2[N:8]=[CH:9][C:10]3[N:11]([C:12]([CH2:15][CH2:16][CH2:17][NH:18][C:19](=[O:21])[CH3:20])=[N:13][CH:14]=3)[C:6]=2[CH:5]=[C:4]1[C:22]1[C:30]2[C:25](=[CH:26][CH:27]=[C:28]([O:31][CH3:32])[CH:29]=2)[N:24]([CH3:33])[CH:23]=1.[NH4+].[OH-]. The catalyst is CO. The product is [CH3:32][O:31][C:28]1[CH:29]=[C:30]2[C:25](=[CH:26][CH:27]=1)[N:24]([CH3:33])[CH:23]=[C:22]2[C:4]1[NH:3][C:7]2[N:8]=[CH:9][C:10]3[N:11]([C:12]([CH2:15][CH2:16][CH2:17][NH:18][C:19](=[O:21])[CH3:20])=[N:13][CH:14]=3)[C:6]=2[CH:5]=1. The yield is 0.210. (6) The reactants are [C:1]([O:5][C:6]([NH:8][C@H:9]([CH2:13][C:14]1[CH:19]=[CH:18][C:17]([O:20][CH3:21])=[CH:16][CH:15]=1)[C:10]([OH:12])=O)=[O:7])([CH3:4])([CH3:3])[CH3:2].C(Cl)CCl.C1C=CC2N(O)N=NC=2C=1.[CH:36]1([C:42]2([C:48]([O:50][CH2:51][CH3:52])=[O:49])[CH2:47][CH2:46][NH:45][CH2:44][CH2:43]2)[CH2:41][CH2:40][CH2:39][CH2:38][CH2:37]1.C(N(CC)CC)C.[OH-].[Na+]. The catalyst is CN(C=O)C. The product is [C:1]([O:5][C:6]([NH:8][C@H:9]([CH2:13][C:14]1[CH:19]=[CH:18][C:17]([O:20][CH3:21])=[CH:16][CH:15]=1)[C:10]([N:45]1[CH2:46][CH2:47][C:42]([CH:36]2[CH2:41][CH2:40][CH2:39][CH2:38][CH2:37]2)([C:48]([O:50][CH2:51][CH3:52])=[O:49])[CH2:43][CH2:44]1)=[O:12])=[O:7])([CH3:2])([CH3:3])[CH3:4]. The yield is 0.660. (7) The reactants are Br[C:2]1[CH:11]=[C:10]2[C:5]([N:6]=[CH:7][C:8]([N:12]3[CH2:17][CH2:16][N:15]([C:18]([O:20][C:21]([CH3:24])([CH3:23])[CH3:22])=[O:19])[CH2:14][CH2:13]3)=[N:9]2)=[CH:4][CH:3]=1.[OH:25][C:26]1[CH:31]=[CH:30][C:29]([NH:32][C:33](=[O:38])[C:34]([CH3:37])([CH3:36])[CH3:35])=[CH:28][CH:27]=1.C([O-])([O-])=O.[K+].[K+]. The catalyst is CN(C=O)C.[Cu]I. The product is [C:33]([NH:32][C:29]1[CH:28]=[CH:27][C:26]([O:25][C:2]2[CH:11]=[C:10]3[C:5]([N:6]=[CH:7][C:8]([N:12]4[CH2:17][CH2:16][N:15]([C:18]([O:20][C:21]([CH3:24])([CH3:23])[CH3:22])=[O:19])[CH2:14][CH2:13]4)=[N:9]3)=[CH:4][CH:3]=2)=[CH:31][CH:30]=1)(=[O:38])[C:34]([CH3:37])([CH3:36])[CH3:35]. The yield is 0.250.